Predict the product of the given reaction. From a dataset of Forward reaction prediction with 1.9M reactions from USPTO patents (1976-2016). (1) Given the reactants [C:1]([O:4][CH2:5][C:6]1[C:11]([N:12]2[CH2:24][CH2:23][C:22]3[N:21]4[C:16]([CH2:17][CH2:18][CH2:19][CH2:20]4)=[CH:15][C:14]=3[C:13]2=[O:25])=[CH:10][C:9]([F:26])=[CH:8][C:7]=1Br)(=[O:3])[CH3:2].[CH3:28][N:29]1[CH:34]=[C:33](B2OC(C)(C)C(C)(C)O2)[CH:32]=[C:31]([NH:44][C:45]2[CH:50]=[CH:49][C:48]([N:51]3[CH2:56][CH2:55][N:54]([CH:57]4[CH2:60][O:59][CH2:58]4)[CH2:53][C@@H:52]3[CH3:61])=[CH:47][N:46]=2)[C:30]1=[O:62].CC(O[Na])=O.[O-]P([O-])([O-])=O.[K+].[K+].[K+], predict the reaction product. The product is: [C:1]([O:4][CH2:5][C:6]1[C:11]([N:12]2[CH2:24][CH2:23][C:22]3[N:21]4[C:16]([CH2:17][CH2:18][CH2:19][CH2:20]4)=[CH:15][C:14]=3[C:13]2=[O:25])=[CH:10][C:9]([F:26])=[CH:8][C:7]=1[C:33]1[CH:32]=[C:31]([NH:44][C:45]2[CH:50]=[CH:49][C:48]([N:51]3[CH2:56][CH2:55][N:54]([CH:57]4[CH2:58][O:59][CH2:60]4)[CH2:53][C@@H:52]3[CH3:61])=[CH:47][N:46]=2)[C:30](=[O:62])[N:29]([CH3:28])[CH:34]=1)(=[O:3])[CH3:2]. (2) Given the reactants [O-:1][C:2]#[N:3].[Na+].[NH2:5][C:6]1[C:14]([Br:15])=[C:13]([O:16][CH3:17])[C:12]([O:18][CH3:19])=[CH:11][C:7]=1[C:8]([NH2:10])=[O:9], predict the reaction product. The product is: [Br:15][C:14]1[C:6]([NH:5][C:2]([NH2:3])=[O:1])=[C:7]([CH:11]=[C:12]([O:18][CH3:19])[C:13]=1[O:16][CH3:17])[C:8]([NH2:10])=[O:9].